This data is from Full USPTO retrosynthesis dataset with 1.9M reactions from patents (1976-2016). The task is: Predict the reactants needed to synthesize the given product. (1) Given the product [ClH:39].[NH2:1][C:2]1[C:3]([C:7]2[N:8]([CH2:37][CH3:38])[C:9]3[C:14]([O:15][CH2:16][CH:17]4[CH2:18][CH2:19][NH:20][CH2:21][CH2:22]4)=[CH:13][N:12]=[C:11]([C:30]#[C:31][C:32]([CH3:33])([OH:35])[CH3:34])[C:10]=3[N:36]=2)=[N:4][O:5][N:6]=1, predict the reactants needed to synthesize it. The reactants are: [NH2:1][C:2]1[C:3]([C:7]2[N:8]([CH2:37][CH3:38])[C:9]3[C:14]([O:15][CH2:16][CH:17]4[CH2:22][CH2:21][N:20](C(OC(C)(C)C)=O)[CH2:19][CH2:18]4)=[CH:13][N:12]=[C:11]([C:30]#[C:31][C:32]([OH:35])([CH3:34])[CH3:33])[C:10]=3[N:36]=2)=[N:4][O:5][N:6]=1.[ClH:39]. (2) Given the product [OH:13][C:12]1[N:14]=[N:15][C:2]2[CH2:3][CH2:4][CH2:5][CH2:6][C:1]=2[C:11]=1[C:9]#[N:10], predict the reactants needed to synthesize it. The reactants are: [C:1]1(=O)[CH2:6][CH2:5][CH2:4][CH2:3][C:2]1=O.[C:9]([CH2:11][C:12]([NH:14][NH2:15])=[O:13])#[N:10]. (3) Given the product [NH2:7][C:8]1[C:13]([C:14]([C:16]2[C:21]([NH:22][S:26]([C:29]3[CH:34]=[CH:33][C:32]([Cl:35])=[C:31]([C:36]([F:39])([F:38])[F:37])[CH:30]=3)(=[O:28])=[O:27])=[CH:20][C:19]([Cl:40])=[CH:18][N:17]=2)=[O:15])=[CH:12][CH:11]=[CH:10][N:9]=1, predict the reactants needed to synthesize it. The reactants are: C(OC(=O)[NH:7][C:8]1[C:13]([C:14]([C:16]2[C:21]([N:22]([S:26]([C:29]3[CH:34]=[CH:33][C:32]([Cl:35])=[C:31]([C:36]([F:39])([F:38])[F:37])[CH:30]=3)(=[O:28])=[O:27])COC)=[CH:20][C:19]([Cl:40])=[CH:18][N:17]=2)=[O:15])=[CH:12][CH:11]=[CH:10][N:9]=1)(C)(C)C.O. (4) Given the product [CH:18](=[C:22]1[CH2:27][CH2:26][N:25]([CH2:13][C@@H:12]([CH3:15])[CH2:11][N:6]2[C:5]3[CH:16]=[CH:17][C:2]([F:1])=[CH:3][C:4]=3[O:9][CH2:8][C:7]2=[O:10])[CH2:24][CH2:23]1)[CH2:19][CH2:20][CH3:21], predict the reactants needed to synthesize it. The reactants are: [F:1][C:2]1[CH:17]=[CH:16][C:5]2[N:6]([CH2:11][C@H:12]([CH3:15])[CH2:13]I)[C:7](=[O:10])[CH2:8][O:9][C:4]=2[CH:3]=1.[CH:18](=[C:22]1[CH2:27][CH2:26][NH:25][CH2:24][CH2:23]1)[CH2:19][CH2:20][CH3:21]. (5) The reactants are: C([O:3][C:4](=O)[CH2:5][C:6]1[N:10]([CH2:11][C:12]2[CH:17]=[CH:16][C:15](F)=[CH:14][C:13]=2[Cl:19])[C:9]([C:20]2[N:21]=[N:22][N:23]([CH2:28][C:29]3[CH:34]=[C:33]([C:35]([F:38])([F:37])[F:36])[CH:32]=[C:31]([C:39]([F:42])([F:41])[F:40])[CH:30]=3)[C:24]=2[N:25]([CH3:27])[CH3:26])=[N:8][N:7]=1)C.[Li+].[BH4-].[NH4+].[Cl-]. Given the product [F:37][C:35]([F:36])([F:38])[C:33]1[CH:34]=[C:29]([CH:30]=[C:31]([C:39]([F:42])([F:40])[F:41])[CH:32]=1)[CH2:28][N:23]1[C:24]([N:25]([CH3:26])[CH3:27])=[C:20]([C:9]2[N:10]([CH2:11][C:12]3[CH:17]=[CH:16][CH:15]=[CH:14][C:13]=3[Cl:19])[C:6]([CH2:5][CH2:4][OH:3])=[N:7][N:8]=2)[N:21]=[N:22]1, predict the reactants needed to synthesize it. (6) Given the product [CH:2]1([CH2:5][CH2:6][N:7]2[C:34](=[O:35])[CH2:33][C:32](=[O:37])[N:17]([C:20]3[CH:25]=[CH:24][CH:23]=[C:22]([C:26]4[N:30]=[C:29]([CH3:31])[O:28][N:27]=4)[CH:21]=3)[C:18]2=[O:19])[CH2:4][CH2:3]1, predict the reactants needed to synthesize it. The reactants are: Cl.[CH:2]1([CH2:5][CH2:6][NH2:7])[CH2:4][CH2:3]1.C(N(C(C)C)CC)(C)C.[N:17]([C:20]1[CH:21]=[C:22]([C:26]2[N:30]=[C:29]([CH3:31])[O:28][N:27]=2)[CH:23]=[CH:24][CH:25]=1)=[C:18]=[O:19].[C:32](Cl)(=[O:37])[CH2:33][C:34](Cl)=[O:35]. (7) Given the product [OH:28][CH:21]([C:22]1[CH:23]=[CH:24][CH:25]=[CH:26][CH:27]=1)[CH2:20][N:17]1[C:18]2[CH:19]=[C:11]3[N:10]=[C:9]([C:6]4[CH:7]=[CH:8][C:3]([O:2][CH3:1])=[CH:4][CH:5]=4)[NH:32][C:12]3=[CH:13][C:14]=2[C:15]([CH3:31])([CH3:30])[C:16]1=[O:29], predict the reactants needed to synthesize it. The reactants are: [CH3:1][O:2][C:3]1[CH:8]=[CH:7][C:6]([C:9]2[NH:32][C:12]3=[CH:13][C:14]4[C:15]([CH3:31])([CH3:30])[C:16](=[O:29])[N:17]([CH2:20][C:21](=[O:28])[C:22]5[CH:27]=[CH:26][CH:25]=[CH:24][CH:23]=5)[C:18]=4[CH:19]=[C:11]3[N:10]=2)=[CH:5][CH:4]=1.FC(F)(F)C(O)=O.